From a dataset of Forward reaction prediction with 1.9M reactions from USPTO patents (1976-2016). Predict the product of the given reaction. (1) Given the reactants [CH2:1]([Mg]Br)[CH3:2].[CH2:5]([O:12][C:13]1[CH:20]=[CH:19][C:18]([F:21])=[CH:17][C:14]=1[C:15]#[N:16])[C:6]1[CH:11]=[CH:10][CH:9]=[CH:8][CH:7]=1.B(F)(F)F.CCOCC, predict the reaction product. The product is: [F:21][C:18]1[CH:19]=[CH:20][C:13]([O:12][CH2:5][C:6]2[CH:7]=[CH:8][CH:9]=[CH:10][CH:11]=2)=[C:14]([C:15]2([NH2:16])[CH2:2][CH2:1]2)[CH:17]=1. (2) Given the reactants C([O:14][C:15]1[C:24]2[N:23]=[CH:22][CH:21]=[CH:20][C:19]=2[C:18]([C:25]([OH:27])=O)=[C:17]2[CH2:28][N:29]([CH2:32][C:33]3[CH:38]=[CH:37][C:36]([F:39])=[CH:35][CH:34]=3)[C:30](=[O:31])[C:16]=12)(C1C=CC=CC=1)C1C=CC=CC=1.[NH2:40][C:41]1[S:42][CH:43]=[CH:44][N:45]=1.C(N(C(C)C)CC)(C)C.F[P-](F)(F)(F)(F)F.N1(OC(N(C)C)=[N+](C)C)C2N=CC=CC=2N=N1, predict the reaction product. The product is: [S:42]1[CH:43]=[CH:44][N:45]=[C:41]1[NH:40][C:25]([C:18]1[C:19]2[CH:20]=[CH:21][CH:22]=[N:23][C:24]=2[C:15]([OH:14])=[C:16]2[C:30](=[O:31])[N:29]([CH2:32][C:33]3[CH:38]=[CH:37][C:36]([F:39])=[CH:35][CH:34]=3)[CH2:28][C:17]=12)=[O:27]. (3) Given the reactants [Br:1][C:2]1[C:3]([C:21](OC)=[O:22])=[CH:4][C:5]2[C:10]([CH:11]=1)=[C:9]([CH2:12][C:13]1[CH:18]=[CH:17][C:16]([CH2:19][CH3:20])=[CH:15][CH:14]=1)[CH:8]=[CH:7][CH:6]=2.[H-].[Al+3].[Li+].[H-].[H-].[H-].O, predict the reaction product. The product is: [Br:1][C:2]1[C:3]([CH2:21][OH:22])=[CH:4][C:5]2[C:10]([CH:11]=1)=[C:9]([CH2:12][C:13]1[CH:14]=[CH:15][C:16]([CH2:19][CH3:20])=[CH:17][CH:18]=1)[CH:8]=[CH:7][CH:6]=2. (4) Given the reactants [C:1]1([C@H:7]([CH3:14])[CH2:8][O:9][CH2:10][C:11]([OH:13])=O)[CH:6]=[CH:5][CH:4]=[CH:3][CH:2]=1.CN(C(ON1N=NC2C=CC=NC1=2)=[N+](C)C)C.F[P-](F)(F)(F)(F)F.C(N(CC)CC)C.[NH:46]1[CH2:51][CH2:50][CH:49]([CH2:52][OH:53])[CH2:48][CH2:47]1, predict the reaction product. The product is: [OH:53][CH2:52][CH:49]1[CH2:50][CH2:51][N:46]([C:11](=[O:13])[CH2:10][O:9][CH2:8][C@H:7]([C:1]2[CH:2]=[CH:3][CH:4]=[CH:5][CH:6]=2)[CH3:14])[CH2:47][CH2:48]1.